From a dataset of Buchwald-Hartwig C-N cross coupling reaction yields with 55,370 reactions. Predict the reaction yield, written as a fraction of the theoretical maximum amount of product (1.0 means a 100% yield; for example, 0.34 means a 34% yield). The reactants are Clc1cccnc1.Cc1ccc(N)cc1.O=S(=O)(O[Pd]1c2ccccc2-c2ccccc2N~1)C(F)(F)F.CC(C)c1cc(C(C)C)c(-c2ccccc2P(C2CCCCC2)C2CCCCC2)c(C(C)C)c1.CN1CCCN2CCCN=C12.c1ccc2nocc2c1. No catalyst specified. The product is Cc1ccc(Nc2cccnc2)cc1. The yield is 0.